This data is from Reaction yield outcomes from USPTO patents with 853,638 reactions. The task is: Predict the reaction yield, written as a fraction of the theoretical maximum amount of product (1.0 means a 100% yield; for example, 0.34 means a 34% yield). (1) The reactants are C(O[C:9]([N:11]([CH2:13][C:14]1[C:22]2[C:17](=[CH:18][CH:19]=[CH:20][CH:21]=2)[N:16]([CH2:23][C:24]2[CH:29]=[CH:28][CH:27]=[CH:26][CH:25]=2)[CH:15]=1)C)=O)C1C=CC=CC=1. The catalyst is [OH-].[OH-].[Pd+2].CO. The product is [CH2:23]([N:16]1[C:17]2[C:22](=[CH:21][CH:20]=[CH:19][CH:18]=2)[C:14]([CH2:13][NH:11][CH3:9])=[CH:15]1)[C:24]1[CH:25]=[CH:26][CH:27]=[CH:28][CH:29]=1. The yield is 0.860. (2) The reactants are [CH3:1][CH:2]([C:5]([C:7]1[CH:8]=[N:9][N:10]([CH3:12])[CH:11]=1)=O)[C:3]#[N:4].Cl.[C:14]1([NH:20][NH2:21])[CH:19]=[CH:18][CH:17]=[CH:16][CH:15]=1. No catalyst specified. The product is [CH3:12][N:10]1[CH:11]=[C:7]([C:5]2[C:2]([CH3:1])=[C:3]([NH2:4])[N:20]([C:14]3[CH:19]=[CH:18][CH:17]=[CH:16][CH:15]=3)[N:21]=2)[CH:8]=[N:9]1. The yield is 1.00. (3) The reactants are CC(OI1(OC(C)=O)(OC(C)=O)OC(=O)C2C=CC=CC1=2)=O.[CH3:23][CH:24]([CH2:27][CH:28]1[CH2:33][CH2:32][CH2:31][CH:30]([CH3:34])[CH2:29]1)[CH2:25][OH:26].O. The catalyst is ClCCl.C(OCC)C. The product is [CH3:23][CH:24]([CH2:27][CH:28]1[CH2:33][CH2:32][CH2:31][CH:30]([CH3:34])[CH2:29]1)[CH:25]=[O:26]. The yield is 0.540.